From a dataset of Catalyst prediction with 721,799 reactions and 888 catalyst types from USPTO. Predict which catalyst facilitates the given reaction. (1) Reactant: O.[NH2:2][NH2:3].Cl[C:5]1[N:6]=[N:7][C:8]([C:11]2[CH:16]=[CH:15][CH:14]=[CH:13][CH:12]=2)=[CH:9][N:10]=1. Product: [NH:2]([C:5]1[N:6]=[N:7][C:8]([C:11]2[CH:16]=[CH:15][CH:14]=[CH:13][CH:12]=2)=[CH:9][N:10]=1)[NH2:3]. The catalyst class is: 17. (2) Reactant: [OH:1][N:2]=[C:3]1[CH2:8][CH2:7][N:6]([C:9]([O:11][CH2:12][C:13]2[CH:18]=[CH:17][CH:16]=[CH:15][CH:14]=2)=[O:10])[CH2:5][CH2:4]1.[S:19](Cl)([C:22]1[CH:28]=[CH:27][C:25]([CH3:26])=[CH:24][CH:23]=1)(=[O:21])=[O:20]. Product: [S:19]([O:1][N:2]=[C:3]1[CH2:4][CH2:5][N:6]([C:9]([O:11][CH2:12][C:13]2[CH:18]=[CH:17][CH:16]=[CH:15][CH:14]=2)=[O:10])[CH2:7][CH2:8]1)([C:22]1[CH:28]=[CH:27][C:25]([CH3:26])=[CH:24][CH:23]=1)(=[O:21])=[O:20]. The catalyst class is: 17. (3) Reactant: [N+](C1C=CC2N=CSC=2C=1)([O-])=O.[CH3:13][C:14]1[C:22]2[S:21][CH:20]=[N:19][C:18]=2[CH:17]=[CH:16][C:15]=1[N:23]=[O:24]. Product: [CH3:13][C:14]1[C:22]2[S:21][CH:20]=[N:19][C:18]=2[CH:17]=[CH:16][C:15]=1[N:23]=[O:24].[NH2:23][C:15]1[CH:16]=[CH:17][C:18]2[N:19]=[CH:20][S:21][C:22]=2[C:14]=1[CH3:13]. The catalyst class is: 409. (4) Reactant: Cl.[OH:2][CH:3]1[CH2:8][CH2:7][CH2:6][NH:5][CH2:4]1.C(N(CC)CC)C.[C:16](Cl)([C:29]1[CH:34]=[CH:33][CH:32]=[CH:31][CH:30]=1)([C:23]1[CH:28]=[CH:27][CH:26]=[CH:25][CH:24]=1)[C:17]1[CH:22]=[CH:21][CH:20]=[CH:19][CH:18]=1. Product: [OH:2][CH:3]1[CH2:8][CH2:7][CH2:6][N:5]([C:16]([C:17]2[CH:22]=[CH:21][CH:20]=[CH:19][CH:18]=2)([C:29]2[CH:30]=[CH:31][CH:32]=[CH:33][CH:34]=2)[C:23]2[CH:24]=[CH:25][CH:26]=[CH:27][CH:28]=2)[CH2:4]1. The catalyst class is: 4. (5) Reactant: CC1(C)CCCC(C)(C)N1.[Li+].CCC[CH2-].[CH:16]([Si:19]([CH:34]([CH3:36])[CH3:35])([CH:31]([CH3:33])[CH3:32])[N:20]1[C:24]2[N:25]=[CH:26][CH:27]=[C:28]([C:29]#[N:30])[C:23]=2[CH:22]=[CH:21]1)([CH3:18])[CH3:17].C(Br)(Br)(Br)[Br:38]. Product: [Br:38][C:27]1[CH:26]=[N:25][C:24]2[N:20]([Si:19]([CH:16]([CH3:18])[CH3:17])([CH:31]([CH3:33])[CH3:32])[CH:34]([CH3:36])[CH3:35])[CH:21]=[CH:22][C:23]=2[C:28]=1[C:29]#[N:30]. The catalyst class is: 7.